Dataset: Peptide-MHC class II binding affinity with 134,281 pairs from IEDB. Task: Regression. Given a peptide amino acid sequence and an MHC pseudo amino acid sequence, predict their binding affinity value. This is MHC class II binding data. (1) The peptide sequence is EVLFRLENHAETLRA. The MHC is DRB1_0404 with pseudo-sequence DRB1_0404. The binding affinity (normalized) is 0.606. (2) The peptide sequence is NGDGDVVAVDIKEKG. The MHC is DRB1_0405 with pseudo-sequence DRB1_0405. The binding affinity (normalized) is 0.167. (3) The peptide sequence is VIPEGWKADTSYESK. The MHC is HLA-DPA10103-DPB10401 with pseudo-sequence HLA-DPA10103-DPB10401. The binding affinity (normalized) is 0.0630. (4) The peptide sequence is VSAISQTEVKEEGKE. The MHC is DRB1_0301 with pseudo-sequence DRB1_0301. The binding affinity (normalized) is 0.309. (5) The peptide sequence is REYPTIKQKKPDFIL. The MHC is DRB1_1101 with pseudo-sequence DRB1_1101. The binding affinity (normalized) is 0.344. (6) The peptide sequence is VFRLKGGAPIKGVTF. The MHC is DRB1_0401 with pseudo-sequence DRB1_0401. The binding affinity (normalized) is 0.278. (7) The peptide sequence is VEFVTNMGIIIPDFA. The MHC is DRB1_1201 with pseudo-sequence DRB1_1201. The binding affinity (normalized) is 0.258. (8) The peptide sequence is SDAKTLVLNIKYTRP. The MHC is DRB1_0901 with pseudo-sequence DRB1_0901. The binding affinity (normalized) is 0.0758.